This data is from Experimentally validated miRNA-target interactions with 360,000+ pairs, plus equal number of negative samples. The task is: Binary Classification. Given a miRNA mature sequence and a target amino acid sequence, predict their likelihood of interaction. The miRNA is hsa-miR-10a-5p with sequence UACCCUGUAGAUCCGAAUUUGUG. The protein sequence of the target gene is MILASVLRSGPGGGLPLRPLLGPALALRARSTSATDTHHVEMARERSKTVTSFYNQSAIDAAAEKPSVRLTPTMMLYAGRSQDGSHLLKSARYLQQELPVRIAHRIKGFRCLPFIIGCNPTILHVHELYIRAFQKLTDFPPIKDQADEAQYCQLVRQLLDDHKDVVTLLAEGLRESRKHIEDEKLVRYFLDKTLTSRLGIRMLATHHLALHEDKPDFVGIICTRLSPKKIIEKWVDFARRLCEHKYGNAPRVRINGHVAARFPFIPMPLDYILPELLKNAMRATMESHLDTPYNVPDVVI.... Result: 1 (interaction).